This data is from Drug-target binding data from BindingDB using IC50 measurements. The task is: Regression. Given a target protein amino acid sequence and a drug SMILES string, predict the binding affinity score between them. We predict pIC50 (pIC50 = -log10(IC50 in M); higher means more potent). Dataset: bindingdb_ic50. The compound is CC(=O)N1N=C(c2ccco2)CC1c1cccc([N+](=O)[O-])c1. The target protein (P80457) has sequence MTADELVFFVNGKKVVEKNADPETTLLAYLRRKLGLRGTKLGCGEGGCGACTVMLSKYDRLQDKIIHFSANACLAPICTLHHVAVTTVEGIGSTKTRLHPVQERIAKSHGSQCGFCTPGIVMSMYTLLRNQPEPTVEEIEDAFQGNLCRCTGYRPILQGFRTFAKNGGCCGGNGNNPNCCMNQKKDHTVTLSPSLFNPEEFMPLDPTQEPIFPPELLRLKDVPPKQLRFEGERVTWIQASTLKELLDLKAQHPEAKLVVGNTEIGIEMKFKNQLFPMIICPAWIPELNAVEHGPEGISFGAACALSSVEKTLLEAVAKLPTQKTEVFRGVLEQLRWFAGKQVKSVASLGGNIITASPISDLNPVFMASGTKLTIVSRGTRRTVPMDHTFFPSYRKTLLGPEEILLSIEIPYSREDEFFSAFKQASRREDDIAKVTCGMRVLFQPGSMQVKELALCYGGMADRTISALKTTQKQLSKFWNEKLLQDVCAGLAEELSLSPDA.... The pIC50 is 4.9.